Dataset: Reaction yield outcomes from USPTO patents with 853,638 reactions. Task: Predict the reaction yield, written as a fraction of the theoretical maximum amount of product (1.0 means a 100% yield; for example, 0.34 means a 34% yield). (1) The reactants are [O:1]1[C:7]2[CH:8]=[CH:9][CH:10]=[CH:11][C:6]=2[C:5](=[O:12])[NH:4][CH2:3][CH2:2]1.[N:13]([O-:15])=[O:14].[K+]. The catalyst is S(=O)(=O)(O)O. The product is [N+:13]([C:10]1[CH:9]=[CH:8][C:7]2[O:1][CH2:2][CH2:3][NH:4][C:5](=[O:12])[C:6]=2[CH:11]=1)([O-:15])=[O:14]. The yield is 0.430. (2) The reactants are [C:1]([N:5]1[CH2:10][CH2:9][N:8]([C:11]([O:13]C(C)(C)C)=O)[CH2:7][CH2:6]1)(=[O:4])[CH:2]=[CH2:3].Cl.CO.[Cl:21][C:22]1[CH:27]=[CH:26][CH:25]=[CH:24][C:23]=1[C:28]1[CH:29]=[C:30]([CH:34]=[C:35]([O:37][CH3:38])[CH:36]=1)C(O)=O.C1C=CC2N(O)N=NC=2C=1.CCN=C=NCCCN(C)C.Cl.CCN(CC)CC. The catalyst is C(Cl)Cl.CN(C=O)C. The product is [Cl:21][C:22]1[CH:27]=[CH:26][CH:25]=[CH:24][C:23]=1[C:28]1[CH:36]=[C:35]([O:37][CH3:38])[CH:34]=[C:30]([C:11]([N:8]2[CH2:7][CH2:6][N:5]([C:1](=[O:4])[CH:2]=[CH2:3])[CH2:10][CH2:9]2)=[O:13])[CH:29]=1. The yield is 0.520.